From a dataset of Reaction yield outcomes from USPTO patents with 853,638 reactions. Predict the reaction yield, written as a fraction of the theoretical maximum amount of product (1.0 means a 100% yield; for example, 0.34 means a 34% yield). (1) The reactants are Br[C:2]1[CH:3]=[N:4][C:5](Cl)=[N:6][CH:7]=1.[C:9]1(B(O)O)[CH:14]=[CH:13][CH:12]=[CH:11][CH:10]=1.P([O-])([O-])([O-])=O.[K+].[K+].[K+].[CH:26]1(P([CH:26]2[CH2:31][CH2:30][CH2:29][CH2:28][CH2:27]2)C2C=CC=CC=2C2C(OC)=CC=CC=2OC)[CH2:31][CH2:30][CH2:29][CH2:28][CH2:27]1. The catalyst is C1(C)C=CC=CC=1.C([O-])(=O)C.[Pd+2].C([O-])(=O)C.O. The product is [C:9]1([C:5]2[N:4]=[CH:3][C:2]([C:26]3[CH:31]=[CH:30][CH:29]=[CH:28][CH:27]=3)=[CH:7][N:6]=2)[CH:14]=[CH:13][CH:12]=[CH:11][CH:10]=1. The yield is 0.500. (2) The reactants are [C:1]([C:5]1[CH:10]=[CH:9][C:8]([N:11]2[C:19]3[C:14](=[CH:15][CH:16]=[CH:17][CH:18]=3)[C:13]([CH:20]=[O:21])=[C:12]2Cl)=[CH:7][CH:6]=1)([CH3:4])([CH3:3])[CH3:2].[CH3:23][N:24]([CH3:29])[CH2:25][CH2:26][NH:27][CH3:28]. No catalyst specified. The product is [C:1]([C:5]1[CH:10]=[CH:9][C:8]([N:11]2[C:19]3[C:14](=[CH:15][CH:16]=[CH:17][CH:18]=3)[C:13]([CH:20]=[O:21])=[C:12]2[N:27]([CH2:26][CH2:25][N:24]([CH3:29])[CH3:23])[CH3:28])=[CH:7][CH:6]=1)([CH3:4])([CH3:3])[CH3:2]. The yield is 0.420. (3) The reactants are [S:1]1[C:9]2[C:4](=[N:5][CH:6]=[CH:7][N:8]=2)[NH:3][C:2]1=S.C(Cl)[Cl:12].S(Cl)(Cl)(=O)=O.[OH-].[Na+]. The catalyst is O. The product is [Cl:12][C:2]1[S:1][C:9]2[C:4]([N:3]=1)=[N:5][CH:6]=[CH:7][N:8]=2. The yield is 0.530. (4) The reactants are C([NH:8][C:9]1[CH:14]=[CH:13][C:12]([CH:15]2[CH2:26][CH2:25][C:18]3([CH2:20][CH:19]3[C:21]([O:23][CH3:24])=[O:22])[CH2:17][CH2:16]2)=[CH:11][CH:10]=1)C1C=CC=CC=1. The catalyst is C(OCC)(=O)C.Cl.[OH-].[Pd+2].[OH-]. The product is [NH2:8][C:9]1[CH:10]=[CH:11][C:12]([CH:15]2[CH2:26][CH2:25][C:18]3([CH2:20][CH:19]3[C:21]([O:23][CH3:24])=[O:22])[CH2:17][CH2:16]2)=[CH:13][CH:14]=1. The yield is 0.690. (5) The yield is 1.00. The reactants are [CH3:1][N:2]([C:13](=[O:22])[CH2:14][CH2:15][C:16]1[CH:21]=[CH:20][CH:19]=[CH:18][CH:17]=1)[C:3]1[CH:12]=[CH:11][C:6]([C:7](OC)=[O:8])=[CH:5][CH:4]=1.O.[NH2:24][NH2:25]. The catalyst is CCO. The product is [NH:24]([C:7]([C:6]1[CH:11]=[CH:12][C:3]([N:2]([CH3:1])[C:13](=[O:22])[CH2:14][CH2:15][C:16]2[CH:21]=[CH:20][CH:19]=[CH:18][CH:17]=2)=[CH:4][CH:5]=1)=[O:8])[NH2:25]. (6) The reactants are [F:1][C:2]1[CH:7]=[C:6]([O:8][C@H:9]2[CH2:14][CH2:13][CH2:12][CH2:11][C@@H:10]2[C:15]2[N:19]([CH3:20])[N:18]=[CH:17][CH:16]=2)[C:5]([F:21])=[CH:4][C:3]=1[S:22]([N:25]([C:33]1[N:34]=[CH:35][S:36][CH:37]=1)C(=O)OC(C)(C)C)(=[O:24])=[O:23].FC(F)(F)C(O)=O. The catalyst is ClCCl. The product is [F:1][C:2]1[CH:7]=[C:6]([O:8][C@H:9]2[CH2:14][CH2:13][CH2:12][CH2:11][C@@H:10]2[C:15]2[N:19]([CH3:20])[N:18]=[CH:17][CH:16]=2)[C:5]([F:21])=[CH:4][C:3]=1[S:22]([NH:25][C:33]1[N:34]=[CH:35][S:36][CH:37]=1)(=[O:23])=[O:24]. The yield is 0.870. (7) The reactants are C([N-]C(C)C)(C)C.[Li+].[CH2:9]([N:11]1[C:19]2[C:14](=[CH:15][CH:16]=[C:17]([O:20][CH3:21])[CH:18]=2)[C:13]([C:22]#[N:23])=[CH:12]1)[CH3:10].[I:24]I. The yield is 0.620. The product is [CH2:9]([N:11]1[C:19]2[C:14](=[CH:15][CH:16]=[C:17]([O:20][CH3:21])[CH:18]=2)[C:13]([C:22]#[N:23])=[C:12]1[I:24])[CH3:10]. The catalyst is C1COCC1. (8) The reactants are [OH:1][CH:2]([CH3:14])[CH2:3][C:4]1[O:8][N:7]=[C:6]([C:9]([O:11][CH2:12][CH3:13])=[O:10])[CH:5]=1.CC(C)=O.OS(O)(=O)=O.O=[Cr](=O)=O.CO.O. The catalyst is CC(C)=O. The product is [O:1]=[C:2]([CH3:14])[CH2:3][C:4]1[O:8][N:7]=[C:6]([C:9]([O:11][CH2:12][CH3:13])=[O:10])[CH:5]=1. The yield is 0.930. (9) The reactants are [Cl-].O[NH3+:3].[C:4](=[O:7])([O-])[OH:5].[Na+].CS(C)=O.[Si]([O:20][CH:21]([C:23]1[CH:57]=[CH:56][C:26]([CH2:27][N:28]2[C:33](=[O:34])[C:32]([CH2:35][C:36]3[CH:41]=[CH:40][C:39]([C:42]4[C:43]([C:48]#[N:49])=[CH:44][CH:45]=[CH:46][CH:47]=4)=[CH:38][CH:37]=3)=[C:31]([CH2:50][CH2:51][CH3:52])[N:30]3[N:53]=[CH:54][N:55]=[C:29]23)=[CH:25][CH:24]=1)[CH3:22])(C(C)(C)C)(C)C. The catalyst is C(OCC)(=O)C. The product is [OH:20][CH:21]([C:23]1[CH:57]=[CH:56][C:26]([CH2:27][N:28]2[C:33](=[O:34])[C:32]([CH2:35][C:36]3[CH:41]=[CH:40][C:39]([C:42]4[CH:47]=[CH:46][CH:45]=[CH:44][C:43]=4[C:48]4[NH:49][C:4](=[O:7])[O:5][N:3]=4)=[CH:38][CH:37]=3)=[C:31]([CH2:50][CH2:51][CH3:52])[N:30]3[N:53]=[CH:54][N:55]=[C:29]23)=[CH:25][CH:24]=1)[CH3:22]. The yield is 0.560.